This data is from Forward reaction prediction with 1.9M reactions from USPTO patents (1976-2016). The task is: Predict the product of the given reaction. (1) Given the reactants C(OC([N:8]1[CH2:13][CH2:12][N:11]([C:14]2[CH:19]=[CH:18][C:17]([F:20])=[CH:16][C:15]=2[CH3:21])[CH:10]([C:22]([N:24]2[CH2:29][CH2:28][N:27]([C:30]3[CH:35]=[C:34]([CH3:36])[CH:33]=[CH:32][C:31]=3[CH3:37])[CH2:26][CH2:25]2)=[O:23])[CH2:9]1)=O)(C)(C)C.[ClH:38], predict the reaction product. The product is: [ClH:38].[CH3:37][C:31]1[CH:32]=[CH:33][C:34]([CH3:36])=[CH:35][C:30]=1[N:27]1[CH2:28][CH2:29][N:24]([C:22]([CH:10]2[CH2:9][NH:8][CH2:13][CH2:12][N:11]2[C:14]2[CH:19]=[CH:18][C:17]([F:20])=[CH:16][C:15]=2[CH3:21])=[O:23])[CH2:25][CH2:26]1. (2) The product is: [Cl:15][C:16]1[CH:17]=[C:18]([CH:19]=[CH:7][C:2]2[CH:3]=[CH:4][CH:5]=[CH:6][N+:1]=2[O-:8])[CH:21]=[CH:22][CH:23]=1. Given the reactants [N+:1]1([O-:8])[C:2]([CH3:7])=[CH:3][CH:4]=[CH:5][CH:6]=1.C([O-])(C)(C)C.[K+].[Cl:15][C:16]1[CH:17]=[C:18]([CH:21]=[CH:22][CH:23]=1)[CH:19]=O, predict the reaction product. (3) Given the reactants Cl.Cl.[NH2:3][C@H:4]([CH2:22][OH:23])[CH2:5][C:6]1[CH:21]=[CH:20][C:9]([O:10][C:11]2[N:19]=[CH:18][CH:17]=[CH:16][C:12]=2[C:13]([NH2:15])=[O:14])=[CH:8][CH:7]=1.[O:24]1[C@H:26]([CH2:27][O:28][C:29]2[CH:34]=[CH:33][CH:32]=[CH:31][C:30]=2[Cl:35])[CH2:25]1.C(N(CC)C(C)C)(C)C, predict the reaction product. The product is: [OH:23][CH2:22][C@@H:4]([NH:3][CH2:25][C@H:26]([OH:24])[CH2:27][O:28][C:29]1[CH:34]=[CH:33][CH:32]=[CH:31][C:30]=1[Cl:35])[CH2:5][C:6]1[CH:7]=[CH:8][C:9]([O:10][C:11]2[N:19]=[CH:18][CH:17]=[CH:16][C:12]=2[C:13]([NH2:15])=[O:14])=[CH:20][CH:21]=1.